Dataset: Full USPTO retrosynthesis dataset with 1.9M reactions from patents (1976-2016). Task: Predict the reactants needed to synthesize the given product. (1) Given the product [OH:19][C:2]1[CH:3]=[C:4]([N+:14]([O-:16])=[O:15])[C:5]([CH2:8][C:9]([O:11][CH2:12][CH3:13])=[O:10])=[N:6][CH:7]=1, predict the reactants needed to synthesize it. The reactants are: Br[C:2]1[CH:3]=[C:4]([N+:14]([O-:16])=[O:15])[C:5]([CH2:8][C:9]([O:11][CH2:12][CH3:13])=[O:10])=[N:6][CH:7]=1.CC1(C)C(C)(C)OB(B2OC(C)(C)C(C)(C)O2)[O:19]1.C([O-])(=O)C.[K+].CN(C)C=O. (2) Given the product [Br:1][C:2]1[CH:7]=[CH:6][C:5]([N:8]([CH2:15][C:16]2[CH:21]=[CH:20][CH:19]=[C:18]([Cl:22])[CH:17]=2)[CH2:9][CH2:10][C:11]([F:13])([F:14])[F:12])=[C:4]([NH:23][C:62]([NH:64][C:65]2[CH:70]=[CH:69][C:68]([CH3:71])=[CH:67][CH:66]=2)=[O:63])[CH:3]=1, predict the reactants needed to synthesize it. The reactants are: [Br:1][C:2]1[CH:3]=[C:4]([NH2:23])[C:5]([N:8]([CH2:15][C:16]2[CH:21]=[CH:20][CH:19]=[C:18]([Cl:22])[CH:17]=2)[CH2:9][CH2:10][C:11]([F:14])([F:13])[F:12])=[CH:6][CH:7]=1.C(N(CCC(F)(F)F)C1C(N)=CC(Br)=CC=1)C1C=CC=CC=1.C(N(CCC(F)(F)F)C1C=CC(Br)=CC=1N[C:62]([NH:64][C:65]1[CH:70]=[CH:69][C:68]([CH3:71])=[CH:67][CH:66]=1)=[O:63])C1C=CC=CC=1. (3) Given the product [Br:10][C:7]1[CH:8]=[CH:9][C:4]([C:2]([O:12][CH3:11])([O:3][CH3:18])[CH3:1])=[CH:5][CH:6]=1, predict the reactants needed to synthesize it. The reactants are: [CH3:1][C:2]([C:4]1[CH:9]=[CH:8][C:7]([Br:10])=[CH:6][CH:5]=1)=[O:3].[CH:11](OC)(OC)[O:12]C.[CH3:18]O. (4) The reactants are: [C:1]1([CH2:7][C:8](Cl)=[O:9])[CH:6]=[CH:5][CH:4]=[CH:3][CH:2]=1.[N:11]#[C:12][NH2:13].[Na]. Given the product [C:1]1([CH2:7][C:8]([NH:13][C:12]#[N:11])=[O:9])[CH:6]=[CH:5][CH:4]=[CH:3][CH:2]=1, predict the reactants needed to synthesize it.